Dataset: Catalyst prediction with 721,799 reactions and 888 catalyst types from USPTO. Task: Predict which catalyst facilitates the given reaction. (1) Product: [C:45]([O:49][C:50]([N:52]1[CH2:53][CH2:54][C:55]([C:58]#[N:59])([NH:60][C:10](=[O:12])[CH2:9][C:3]2[CH:4]=[CH:5][C:6]([Cl:8])=[CH:7][C:2]=2[Cl:1])[CH2:56][CH2:57]1)=[O:51])([CH3:48])([CH3:46])[CH3:47]. The catalyst class is: 18. Reactant: [Cl:1][C:2]1[CH:7]=[C:6]([Cl:8])[CH:5]=[CH:4][C:3]=1[CH2:9][C:10]([OH:12])=O.Cl.C(N=C=NCCCN(C)C)C.O.ON1C2C=CC=CC=2N=N1.C(N(CC)C(C)C)(C)C.[C:45]([O:49][C:50]([N:52]1[CH2:57][CH2:56][C:55]([NH2:60])([C:58]#[N:59])[CH2:54][CH2:53]1)=[O:51])([CH3:48])([CH3:47])[CH3:46]. (2) Reactant: [C:1]([O:9][C@@H:10]1[C@@H:27]([O:28][Si:29]([C:32]([CH3:35])([CH3:34])[CH3:33])([CH3:31])[CH3:30])[C@H:26]([O:36][CH2:37][C:38]2[CH:43]=[CH:42][CH:41]=[CH:40][CH:39]=2)[C@@H:25]([CH2:44][OH:45])[O:24][C@H:11]1[S:12][C:13]1[CH:18]=[C:17]([C:19]([CH3:22])([CH3:21])[CH3:20])[CH:16]=[CH:15][C:14]=1[CH3:23])(=[O:8])[C:2]1[CH:7]=[CH:6][CH:5]=[CH:4][CH:3]=1.[CH:46]1[CH:51]=[CH:50][C:49]([CH2:52]Br)=[CH:48][CH:47]=1.[H-].[Na+]. Product: [C:1]([O:9][C@@H:10]1[C@@H:27]([O:28][Si:29]([C:32]([CH3:33])([CH3:34])[CH3:35])([CH3:30])[CH3:31])[C@H:26]([O:36][CH2:37][C:38]2[CH:43]=[CH:42][CH:41]=[CH:40][CH:39]=2)[C@@H:25]([CH2:44][O:45][CH2:52][C:49]2[CH:50]=[CH:51][CH:46]=[CH:47][CH:48]=2)[O:24][C@H:11]1[S:12][C:13]1[CH:18]=[C:17]([C:19]([CH3:20])([CH3:21])[CH3:22])[CH:16]=[CH:15][C:14]=1[CH3:23])(=[O:8])[C:2]1[CH:3]=[CH:4][CH:5]=[CH:6][CH:7]=1. The catalyst class is: 118. (3) Reactant: [Br:1][C:2]1[CH:7]=[CH:6][C:5]([N:8]=[C:9]=[S:10])=[CH:4][C:3]=1[O:11][CH3:12].[NH3:13]. Product: [Br:1][C:2]1[CH:7]=[CH:6][C:5]([NH:8][C:9]([NH2:13])=[S:10])=[CH:4][C:3]=1[O:11][CH3:12]. The catalyst class is: 5. (4) Reactant: [C:1]([C:4]1[N:12]2[C:7]([CH:8]=[CH:9][CH:10]=[CH:11]2)=[CH:6][C:5]=1[C:13]([O:15][CH2:16][CH3:17])=[O:14])(=[O:3])[CH3:2].C(O[CH:23](N(C)C)[N:24]([CH3:26])[CH3:25])(C)(C)C. Product: [CH3:23][N:24]([CH3:26])[CH:25]=[CH:2][C:1]([C:4]1[N:12]2[C:7]([CH:8]=[CH:9][CH:10]=[CH:11]2)=[CH:6][C:5]=1[C:13]([O:15][CH2:16][CH3:17])=[O:14])=[O:3]. The catalyst class is: 11.